This data is from Full USPTO retrosynthesis dataset with 1.9M reactions from patents (1976-2016). The task is: Predict the reactants needed to synthesize the given product. (1) Given the product [OH:11][CH:7]1[CH2:8][CH2:9][CH2:10][CH:5]([C:3]([O:2][CH3:1])=[O:4])[CH2:6]1, predict the reactants needed to synthesize it. The reactants are: [CH3:1][O:2][C:3]([CH:5]1[CH2:10][CH2:9][CH2:8][C:7](=[O:11])[CH2:6]1)=[O:4].[BH4-].[Na+].O.CCOC(C)=O. (2) Given the product [Br:5][CH2:6][C:7]1[CH:8]=[C:9]([CH2:14][CH2:15][OH:16])[CH:10]=[C:11]([F:13])[CH:12]=1, predict the reactants needed to synthesize it. The reactants are: B.CSC.[Br:5][CH2:6][C:7]1[CH:8]=[C:9]([CH2:14][C:15](O)=[O:16])[CH:10]=[C:11]([F:13])[CH:12]=1. (3) The reactants are: Br[C:2]1[CH:3]=[C:4]([CH:9]=[C:10]([S:12]([CH3:15])(=[O:14])=[O:13])[CH:11]=1)[C:5]([O:7][CH3:8])=[O:6].[CH3:16][C:17]1[CH:18]=[CH:19][C:20]([Sn](CCCC)(CCCC)CCCC)=[N:21][CH:22]=1. Given the product [CH3:16][C:17]1[CH:18]=[CH:19][C:20]([C:2]2[CH:3]=[C:4]([CH:9]=[C:10]([S:12]([CH3:15])(=[O:14])=[O:13])[CH:11]=2)[C:5]([O:7][CH3:8])=[O:6])=[N:21][CH:22]=1, predict the reactants needed to synthesize it. (4) Given the product [F:1][C:2]1[CH:10]=[CH:9][C:5]([C:6]([NH:11][C:12]2[CH:13]=[CH:14][C:15]([CH2:16][NH:17][C:18]3[C:27]4[C:22](=[C:23]([C:28]([NH2:30])=[O:29])[CH:24]=[CH:25][CH:26]=4)[N:21]=[CH:20][N:19]=3)=[CH:31][CH:32]=2)=[O:7])=[CH:4][CH:3]=1, predict the reactants needed to synthesize it. The reactants are: [F:1][C:2]1[CH:10]=[CH:9][C:5]([C:6](Cl)=[O:7])=[CH:4][CH:3]=1.[NH2:11][C:12]1[CH:32]=[CH:31][C:15]([CH2:16][NH:17][C:18]2[C:27]3[C:22](=[C:23]([C:28]([NH2:30])=[O:29])[CH:24]=[CH:25][CH:26]=3)[N:21]=[CH:20][N:19]=2)=[CH:14][CH:13]=1.C(N(CC)CC)C.CCOCC. (5) Given the product [CH3:5][CH2:6][CH2:1][CH2:2][CH2:3][CH3:4].[OH:14][C:11]1[CH:12]=[CH:13][C:8]([C:1]2[CH:2]=[CH:3][C:4]([O:7][CH:22]([CH3:26])[C:23](=[O:25])[CH3:24])=[CH:5][CH:6]=2)=[CH:9][CH:10]=1.[CH3:3][C:4]([CH3:5])=[O:7], predict the reactants needed to synthesize it. The reactants are: [C:1]1([C:8]2[CH:13]=[CH:12][C:11]([OH:14])=[CH:10][CH:9]=2)[CH:6]=[CH:5][C:4]([OH:7])=[CH:3][CH:2]=1.C(=O)([O-])[O-].[K+].[K+].Cl[CH:22]([CH3:26])[C:23](=[O:25])[CH3:24].[Cl-].[NH4+]. (6) Given the product [O:41]=[S:38]1(=[O:42])[CH2:39][CH2:40][CH:35]([O:34][C:33]2[CH:43]=[CH:44][C:45]([C:2]3[C:3]4[CH:10]=[C:9]([CH2:11][O:12][C:13]5[CH:14]=[CH:15][C:16]([C:19]6([CH2:24][C:25]([O:27][CH2:28][CH3:29])=[O:26])[CH2:22][C:21](=[O:23])[CH2:20]6)=[CH:17][CH:18]=5)[CH:8]=[CH:7][C:4]=4[S:5][CH:6]=3)=[C:31]([CH3:30])[CH:32]=2)[CH2:36][CH2:37]1, predict the reactants needed to synthesize it. The reactants are: Br[C:2]1[C:3]2[CH:10]=[C:9]([CH2:11][O:12][C:13]3[CH:18]=[CH:17][C:16]([C:19]4([CH2:24][C:25]([O:27][CH2:28][CH3:29])=[O:26])[CH2:22][C:21](=[O:23])[CH2:20]4)=[CH:15][CH:14]=3)[CH:8]=[CH:7][C:4]=2[S:5][CH:6]=1.[CH3:30][C:31]1[CH:32]=[C:33]([CH:43]=[CH:44][C:45]=1B1OC(C)(C)C(C)(C)O1)[O:34][CH:35]1[CH2:40][CH2:39][S:38](=[O:42])(=[O:41])[CH2:37][CH2:36]1.C(Cl)Cl.